Dataset: Merck oncology drug combination screen with 23,052 pairs across 39 cell lines. Task: Regression. Given two drug SMILES strings and cell line genomic features, predict the synergy score measuring deviation from expected non-interaction effect. (1) Drug 1: CN(C)C(=N)N=C(N)N. Drug 2: Cn1c(=O)n(-c2ccc(C(C)(C)C#N)cc2)c2c3cc(-c4cnc5ccccc5c4)ccc3ncc21. Cell line: HT144. Synergy scores: synergy=14.0. (2) Drug 1: CCN(CC)CCNC(=O)c1c(C)[nH]c(C=C2C(=O)Nc3ccc(F)cc32)c1C. Drug 2: Cn1c(=O)n(-c2ccc(C(C)(C)C#N)cc2)c2c3cc(-c4cnc5ccccc5c4)ccc3ncc21. Cell line: NCIH460. Synergy scores: synergy=32.6.